Dataset: Catalyst prediction with 721,799 reactions and 888 catalyst types from USPTO. Task: Predict which catalyst facilitates the given reaction. (1) Reactant: C(N(CC)CC)C.Br[CH2:9][C:10]([O:12][CH2:13][CH3:14])=[O:11].[F:15][CH:16]([F:35])[C:17]1[N:18]([C:23]2[C:32]3[C:27](=[CH:28][CH:29]=[CH:30][CH:31]=3)[C:26]([CH2:33][CH3:34])=[CH:25][CH:24]=2)[C:19]([SH:22])=[N:20][N:21]=1. Product: [F:35][CH:16]([F:15])[C:17]1[N:18]([C:23]2[C:32]3[C:27](=[CH:28][CH:29]=[CH:30][CH:31]=3)[C:26]([CH2:33][CH3:34])=[CH:25][CH:24]=2)[C:19]([S:22][CH2:9][C:10]([O:12][CH2:13][CH3:14])=[O:11])=[N:20][N:21]=1. The catalyst class is: 4. (2) Reactant: [Cl:1][C:2]1[N:7]=[C:6](Cl)[C:5]([N+:9]([O-:11])=[O:10])=[CH:4][N:3]=1.[CH:12]1([NH2:17])[CH2:16][CH2:15][CH2:14][CH2:13]1. Product: [Cl:1][C:2]1[N:7]=[C:6]([NH:17][CH:12]2[CH2:16][CH2:15][CH2:14][CH2:13]2)[C:5]([N+:9]([O-:11])=[O:10])=[CH:4][N:3]=1. The catalyst class is: 1. (3) Reactant: C(OC(=O)[NH:7][C@@H:8]([CH2:26][CH:27]([CH3:29])[CH3:28])[CH2:9][O:10][C:11]1[CH:12]=[CH:13][C:14]2[C:24]3[C:19](=[CH:20][N:21]=[C:22]([CH3:25])[CH:23]=3)[CH2:18][O:17][C:15]=2[CH:16]=1)(C)(C)C.Cl.[O:32]1CCOCC1. Product: [C:18]([O-:32])(=[O:17])[CH3:19].[NH4+:7].[CH3:28][CH:27]([CH3:29])[CH2:26][C@H:8]([NH2:7])[CH2:9][O:10][C:11]1[CH:12]=[CH:13][C:14]2[C:24]3[C:19](=[CH:20][N:21]=[C:22]([CH3:25])[CH:23]=3)[CH2:18][O:17][C:15]=2[CH:16]=1. The catalyst class is: 449. (4) Reactant: [CH2:1]([C:8]1([N:28]([CH3:30])[CH3:29])[CH2:13][CH2:12][C:11]([C:14]2[NH:15][C:16]3[C:21]([C:22]=2[CH3:23])=[CH:20][C:19]([C:24]([F:27])([F:26])[F:25])=[CH:18][CH:17]=3)=[CH:10][CH2:9]1)[C:2]1[CH:7]=[CH:6][CH:5]=[CH:4][CH:3]=1. Product: [CH2:1]([C:8]1([N:28]([CH3:30])[CH3:29])[CH2:13][CH2:12][CH:11]([C:14]2[NH:15][C:16]3[C:21]([C:22]=2[CH3:23])=[CH:20][C:19]([C:24]([F:26])([F:27])[F:25])=[CH:18][CH:17]=3)[CH2:10][CH2:9]1)[C:2]1[CH:3]=[CH:4][CH:5]=[CH:6][CH:7]=1. The catalyst class is: 19. (5) Reactant: C([N:3]([CH2:6][CH3:7])[CH2:4][CH3:5])C.Br[C:9]1[CH:16]=[C:15]([F:17])[CH:14]=[CH:13][C:10]=1[C:11]#[N:12]. The catalyst class is: 12. Product: [F:17][C:15]1[CH:14]=[CH:13][C:10]([C:11]#[N:12])=[C:9]([C:15]#[C:16][C:9]2[CH:10]=[CH:11][N:12]=[C:6]3[NH:3][CH:4]=[CH:5][C:7]=23)[CH:16]=1. (6) Reactant: [CH:1]([Mg]Br)([CH3:3])[CH3:2].[Mg].BrC(C)C.[Br:11][C:12]1[CH:19]=[CH:18][C:15]([CH:16]=[O:17])=[C:14]([F:20])[CH:13]=1. Product: [Br:11][C:12]1[CH:19]=[CH:18][C:15]([CH:16]([OH:17])[CH:1]([CH3:3])[CH3:2])=[C:14]([F:20])[CH:13]=1. The catalyst class is: 27. (7) Reactant: [C:1](Cl)(=[O:8])[C:2]1[CH:7]=[CH:6][CH:5]=[CH:4][CH:3]=1.[NH2:10][C@@H:11]1[CH2:16][CH2:15][CH2:14][N:13](C(OC(C)(C)C)=O)[CH2:12]1.CCN(C(C)C)C(C)C.C(O)C(N)(CO)CO. Product: [NH:13]1[CH2:14][CH2:15][CH2:16][C@@H:11]([NH:10][C:1](=[O:8])[C:2]2[CH:7]=[CH:6][CH:5]=[CH:4][CH:3]=2)[CH2:12]1. The catalyst class is: 4. (8) Reactant: [F:1][C:2]1[CH:7]=[CH:6][C:5]([C@@H:8]2[CH2:13][C:12](=[O:14])[NH:11][CH:10]=[C:9]2[C:15]([OH:17])=O)=[CH:4][CH:3]=1.C(Cl)(=O)C([Cl:21])=O.CN(C=O)C. Product: [F:1][C:2]1[CH:7]=[CH:6][C:5]([C@@H:8]2[CH2:13][C:12](=[O:14])[NH:11][CH:10]=[C:9]2[C:15]([Cl:21])=[O:17])=[CH:4][CH:3]=1. The catalyst class is: 2. (9) Reactant: [CH:1]1([CH2:6][CH:7]([C:19]2[CH:24]=[CH:23][C:22]([S:25]([CH3:28])(=[O:27])=[O:26])=[CH:21][CH:20]=2)[C:8]([NH:10][C:11]2[S:12][C:13]([C:16](O)=[O:17])=[CH:14][N:15]=2)=[O:9])[CH2:5][CH2:4][CH2:3][CH2:2]1.C[N:30]1CCOCC1.C(OC(Cl)=O)C(C)C.[OH-].[NH4+]. Product: [CH:1]1([CH2:6][CH:7]([C:19]2[CH:20]=[CH:21][C:22]([S:25]([CH3:28])(=[O:27])=[O:26])=[CH:23][CH:24]=2)[C:8]([NH:10][C:11]2[S:12][C:13]([C:16]([NH2:30])=[O:17])=[CH:14][N:15]=2)=[O:9])[CH2:5][CH2:4][CH2:3][CH2:2]1. The catalyst class is: 30.